Dataset: Drug-target binding data from BindingDB using Ki measurements. Task: Regression. Given a target protein amino acid sequence and a drug SMILES string, predict the binding affinity score between them. We predict pKi (pKi = -log10(Ki in M); higher means stronger inhibition). Dataset: bindingdb_ki. The small molecule is OC[C@H]1[NH2+]C[C@@H](O)[C@@H]1O. The target protein (P00489) has sequence MSRPLSDQEKRKQISVRGLAGVENVTELKKNFNRHLHFTLVKDRNVATPRDYYFALAHTVRDHLVGRWIRTQQHYYEKDPKRIYYLSLEFYMGRTLQNTMVNLALENACDEATYQLGLDMEELEEIEEDAGLGNGGLGRLAACFLDSMATLGLAAYGYGIRYEFGIFNQKICGGWQMEEADDWLRYGNPWEKARPEFTLPVHFYGRVEHTSQGAKWVDTQVVLAMPYDTPVPGYRNNVVNTMRLWSAKAPNDFNLKDFNVGGYIQAVLDRNLAENISRVLYPNDNFFEGKELRLKQEYFVVAATLQDIIRRFKSSKFGCRDPVRTNFDAFPDKVAIQLNDTHPSLAIPELMRVLVDLERLDWDKAWEVTVKTCAYTNHTVLPEALERWPVHLLETLLPRHLQIIYEINQRFLNRVAAAFPGDVDRLRRMSLVEEGAVKRINMAHLCIAGSHAVNGVARIHSEILKKTIFKDFYELEPHKFQNKTNGITPRRWLVLCNPGL.... The pKi is 6.4.